From a dataset of Forward reaction prediction with 1.9M reactions from USPTO patents (1976-2016). Predict the product of the given reaction. Given the reactants [CH2:1]([O:3][C:4](=[O:26])[CH2:5][C:6]1[CH:11]=[CH:10][C:9]([O:12][CH3:13])=[C:8]([O:14][C:15]2[CH:20]=[CH:19][C:18]([N+:21]([O-:23])=[O:22])=[CH:17][C:16]=2[CH2:24]Br)[CH:7]=1)[CH3:2].[C:27]1([SH:33])[CH:32]=[CH:31][CH:30]=[CH:29][CH:28]=1, predict the reaction product. The product is: [CH2:1]([O:3][C:4](=[O:26])[CH2:5][C:6]1[CH:11]=[CH:10][C:9]([O:12][CH3:13])=[C:8]([O:14][C:15]2[CH:20]=[CH:19][C:18]([N+:21]([O-:23])=[O:22])=[CH:17][C:16]=2[CH2:24][S:33][C:27]2[CH:32]=[CH:31][CH:30]=[CH:29][CH:28]=2)[CH:7]=1)[CH3:2].